Task: Predict the reaction yield, written as a fraction of the theoretical maximum amount of product (1.0 means a 100% yield; for example, 0.34 means a 34% yield).. Dataset: Reaction yield outcomes from USPTO patents with 853,638 reactions (1) The yield is 0.560. The catalyst is COC=COC.O.C1C=CC(P(C2C=CC=CC=2)C2C=CC=CC=2)=CC=1.C1C=CC(P(C2C=CC=CC=2)C2C=CC=CC=2)=CC=1.C1C=CC(P(C2C=CC=CC=2)C2C=CC=CC=2)=CC=1.C1C=CC(P(C2C=CC=CC=2)C2C=CC=CC=2)=CC=1.[Pd]. The reactants are [CH3:1][O:2][C:3](=[O:22])[C:4]1[CH:9]=[C:8](B2OC(C)(C)C(C)(C)O2)[CH:7]=[C:6]([N+:19]([O-:21])=[O:20])[CH:5]=1.Br[C:24]1[CH:29]=[CH:28][C:27]([CH3:30])=[CH:26][N:25]=1.[O-]P([O-])([O-])=O.[K+].[K+].[K+]. The product is [CH3:1][O:2][C:3](=[O:22])[C:4]1[CH:5]=[C:6]([N+:19]([O-:21])=[O:20])[CH:7]=[C:8]([C:24]2[CH:29]=[CH:28][C:27]([CH3:30])=[CH:26][N:25]=2)[CH:9]=1. (2) The reactants are [NH:1]1[CH:5]=[CH:4][CH:3]=[C:2]1[C:6]([O:8][CH2:9][CH3:10])=[O:7].[CH2:11]([O:14][C:15]1[CH:20]=[CH:19][C:18]([CH2:21][CH2:22][C:23](Cl)=[O:24])=[CH:17][CH:16]=1)[CH:12]=[CH2:13]. No catalyst specified. The product is [CH2:11]([O:14][C:15]1[CH:20]=[CH:19][C:18]([CH2:21][CH2:22][C:23]([C:5]2[NH:1][C:2]([C:6]([O:8][CH2:9][CH3:10])=[O:7])=[CH:3][CH:4]=2)=[O:24])=[CH:17][CH:16]=1)[CH:12]=[CH2:13]. The yield is 0.400. (3) The reactants are O=[C:2]([N:12]([CH3:21])[C:13]1[CH:18]=[CH:17][C:16]([O:19][CH3:20])=[CH:15][CH:14]=1)[C@@H:3]1[O:9][C@H:8]([CH2:10][OH:11])[C@@H:6]([OH:7])[C@H:4]1[OH:5].[H-].[Al+3].[Li+].[H-].[H-].[H-]. The catalyst is C1COCC1. The product is [OH:11][CH2:10][C@@H:8]1[C@@H:6]([OH:7])[C@@H:4]([OH:5])[CH:3]([CH2:2][N:12]([C:13]2[CH:18]=[CH:17][C:16]([O:19][CH3:20])=[CH:15][CH:14]=2)[CH3:21])[O:9]1. The yield is 0.250. (4) The reactants are [F:1][C:2]([F:56])([F:55])[CH2:3][C@H:4]([NH:37]C(=O)OCC1C2C=CC=CC=2C2C1=CC=CC=2)[C:5]([NH:7][C@@:8]([C:23]1[CH:28]=[C:27]([O:29][C:30]([F:35])([F:34])[CH:31]([F:33])[F:32])[CH:26]=[C:25]([F:36])[CH:24]=1)([C:16]1[CH:21]=[CH:20][C:19]([F:22])=[CH:18][CH:17]=1)[CH2:9][C:10]1[CH:15]=[CH:14][CH:13]=[CH:12][CH:11]=1)=[O:6].N1CCCCC1. The catalyst is C(Cl)Cl. The product is [NH2:37][C@@H:4]([CH2:3][C:2]([F:55])([F:56])[F:1])[C:5]([NH:7][C@@:8]([C:23]1[CH:28]=[C:27]([O:29][C:30]([F:35])([F:34])[CH:31]([F:33])[F:32])[CH:26]=[C:25]([F:36])[CH:24]=1)([C:16]1[CH:17]=[CH:18][C:19]([F:22])=[CH:20][CH:21]=1)[CH2:9][C:10]1[CH:11]=[CH:12][CH:13]=[CH:14][CH:15]=1)=[O:6]. The yield is 0.820. (5) The reactants are [CH3:1][O:2][C:3]1[CH:4]=[C:5]2[C:10](=[CH:11][C:12]=1[O:13][CH3:14])[N:9]=[CH:8][CH:7]=[C:6]2[O:15][C:16]1[C:22]([CH3:23])=[CH:21][C:19]([NH2:20])=[C:18]([CH3:24])[CH:17]=1.C(N(CC)CC)C.[C:32](Cl)(Cl)=[S:33].[NH2:36][N:37]1[CH2:42][CH2:41][CH2:40][CH2:39][CH2:38]1. The catalyst is CN(C)C=O.C(OCC)(=O)C. The product is [CH3:1][O:2][C:3]1[CH:4]=[C:5]2[C:10](=[CH:11][C:12]=1[O:13][CH3:14])[N:9]=[CH:8][CH:7]=[C:6]2[O:15][C:16]1[C:22]([CH3:23])=[CH:21][C:19]([NH:20][C:32]([NH:36][N:37]2[CH2:42][CH2:41][CH2:40][CH2:39][CH2:38]2)=[S:33])=[C:18]([CH3:24])[CH:17]=1. The yield is 0.120. (6) The reactants are NC1[S:3][C:4]2[CH:10]=[C:9]([O:11][CH3:12])[CH:8]=[CH:7][C:5]=2[N:6]=1.Cl.C(O)(=O)C. The catalyst is [OH-].[K+]. The product is [CH3:12][O:11][C:9]1[CH:8]=[CH:7][C:5]([NH2:6])=[C:4]([SH:3])[CH:10]=1. The yield is 0.950. (7) The reactants are B.CSC.[CH2:5]([O:9][S:10]([CH:13]1[CH2:16][C:15](=[C:17]([C:23](OCC)=[O:24])[C:18](OCC)=[O:19])[CH2:14]1)(=[O:12])=[O:11])[CH2:6][CH2:7][CH3:8].C(OCC)(=O)C. The catalyst is C1COCC1. The product is [OH:19][CH2:18][CH:17]([CH:15]1[CH2:14][CH:13]([S:10]([O:9][CH2:5][CH2:6][CH2:7][CH3:8])(=[O:12])=[O:11])[CH2:16]1)[CH2:23][OH:24]. The yield is 0.740. (8) The product is [NH2:15][C:5]1[CH:4]=[C:3]([O:2][CH3:1])[CH:8]=[CH:7][C:6]=1/[CH:9]=[CH:10]/[C:11]([O:13][CH3:14])=[O:12]. The catalyst is C(O)(=O)C.[Zn]. The yield is 0.230. The reactants are [CH3:1][O:2][C:3]1[CH:8]=[CH:7][C:6](/[CH:9]=[CH:10]/[C:11]([O:13][CH3:14])=[O:12])=[C:5]([N+:15]([O-])=O)[CH:4]=1. (9) The product is [N+:8]([C:5]1[CH:6]=[CH:7][C:2]([N:11]2[CH2:16][CH2:15][CH2:14][CH2:13][CH2:12]2)=[N:3][CH:4]=1)([O-:10])=[O:9]. The catalyst is C(O)C. The reactants are Cl[C:2]1[CH:7]=[CH:6][C:5]([N+:8]([O-:10])=[O:9])=[CH:4][N:3]=1.[NH:11]1[CH2:16][CH2:15][CH2:14][CH2:13][CH2:12]1. The yield is 0.990. (10) The reactants are [NH2:1][C:2]1[C:7]([CH:8]=O)=[CH:6][CH:5]=[CH:4][N:3]=1.Cl.[NH2:11][OH:12]. The catalyst is N1C=CC=CC=1. The product is [NH2:1][C:2]1[C:7]([CH:8]=[N:11][OH:12])=[CH:6][CH:5]=[CH:4][N:3]=1. The yield is 0.850.